Regression. Given a peptide amino acid sequence and an MHC pseudo amino acid sequence, predict their binding affinity value. This is MHC class I binding data. From a dataset of Peptide-MHC class I binding affinity with 185,985 pairs from IEDB/IMGT. (1) The peptide sequence is RPRVAQLTF. The MHC is HLA-A30:01 with pseudo-sequence HLA-A30:01. The binding affinity (normalized) is 0.0847. (2) The peptide sequence is TAPTIAPT. The MHC is Mamu-A01 with pseudo-sequence Mamu-A01. The binding affinity (normalized) is 0.